This data is from Ames mutagenicity test results for genotoxicity prediction. The task is: Regression/Classification. Given a drug SMILES string, predict its toxicity properties. Task type varies by dataset: regression for continuous values (e.g., LD50, hERG inhibition percentage) or binary classification for toxic/non-toxic outcomes (e.g., AMES mutagenicity, cardiotoxicity, hepatotoxicity). Dataset: ames. (1) The molecule is CC(C)=CCC/C(C)=C/CO. The result is 0 (non-mutagenic). (2) The compound is c1ccc2[nH]nnc2c1. The result is 1 (mutagenic).